This data is from Full USPTO retrosynthesis dataset with 1.9M reactions from patents (1976-2016). The task is: Predict the reactants needed to synthesize the given product. (1) Given the product [Br:1][C:2]1[CH:3]=[C:4]([F:28])[C:5]([C:10]2[N:15]=[N:14][C:13]([N:16]([CH3:27])[CH:17]3[CH2:18][C:19]([CH3:25])([CH3:26])[NH:20][C:21]([CH3:24])([CH3:23])[CH2:22]3)=[CH:12][CH:11]=2)=[C:6]([OH:8])[CH:7]=1, predict the reactants needed to synthesize it. The reactants are: [Br:1][C:2]1[CH:7]=[C:6]([O:8]C)[C:5]([C:10]2[N:15]=[N:14][C:13]([N:16]([CH3:27])[CH:17]3[CH2:22][C:21]([CH3:24])([CH3:23])[NH:20][C:19]([CH3:26])([CH3:25])[CH2:18]3)=[CH:12][CH:11]=2)=[C:4]([F:28])[CH:3]=1.Cl.N1C=CC=CC=1. (2) Given the product [CH3:15][C:12]1([CH3:14])[C:11]([CH3:16])([CH3:17])[O:10][B:9]([C:25]2[CH:26]=[N:27][CH:28]=[C:29]([CH:35]=2)[C:30]([O:32][CH2:33][CH3:34])=[O:31])[O:13]1, predict the reactants needed to synthesize it. The reactants are: [CH3:16][C:11]1([CH3:17])[C:12]([CH3:15])([CH3:14])[O:13][B:9]([B:9]2[O:13][C:12]([CH3:15])([CH3:14])[C:11]([CH3:17])([CH3:16])[O:10]2)[O:10]1.C([O-])(=O)C.[K+].Br[C:25]1[CH:26]=[N:27][CH:28]=[C:29]([CH:35]=1)[C:30]([O:32][CH2:33][CH3:34])=[O:31]. (3) Given the product [CH3:10][O:9][C:7]1[CH:6]=[C:5]([CH2:11][CH2:12][C:13]2[CH:14]=[N:15][C:16]([NH:19][C:20]3[CH:25]=[CH:24][C:23]([N:26]4[CH2:27][CH2:28][CH:29]([N:32]5[CH2:37][CH2:36][N:35]([CH3:38])[CH2:34][CH2:33]5)[CH2:30][CH2:31]4)=[C:22]([O:39][CH3:40])[CH:21]=3)=[N:17][CH:18]=2)[CH:4]=[C:3]([O:2][CH3:1])[CH:8]=1, predict the reactants needed to synthesize it. The reactants are: [CH3:1][O:2][C:3]1[CH:4]=[C:5]([C:11]#[C:12][C:13]2[CH:14]=[N:15][C:16]([NH:19][C:20]3[CH:25]=[CH:24][C:23]([N:26]4[CH2:31][CH2:30][CH:29]([N:32]5[CH2:37][CH2:36][N:35]([CH3:38])[CH2:34][CH2:33]5)[CH2:28][CH2:27]4)=[C:22]([O:39][CH3:40])[CH:21]=3)=[N:17][CH:18]=2)[CH:6]=[C:7]([O:9][CH3:10])[CH:8]=1.CO. (4) Given the product [CH2:14]1[CH:15]2[CH2:20][NH:19][CH2:18][CH:16]2[CH2:17][N:13]1[C:8]1[CH:9]=[C:10]2[C:5](=[CH:6][CH:7]=1)[N:4]=[CH:3][N:2]([CH3:1])[C:11]2=[O:12], predict the reactants needed to synthesize it. The reactants are: [CH3:1][N:2]1[C:11](=[O:12])[C:10]2[C:5](=[CH:6][CH:7]=[C:8]([N:13]3[CH2:17][CH:16]4[CH2:18][N:19](C(OC(C)(C)C)=O)[CH2:20][CH:15]4[CH2:14]3)[CH:9]=2)[N:4]=[CH:3]1.FC(F)(F)C(O)=O. (5) Given the product [Br:32][C:21]1[S:20][C:19]([CH2:18][N:16]2[CH2:17][C:13]3[CH:12]=[CH:11][N:10]=[C:9]([O:8][C@@H:3]4[CH2:4][CH2:5][CH2:6][CH2:7][C@H:2]4[OH:1])[C:14]=3[C:15]2=[O:24])=[CH:23][CH:22]=1, predict the reactants needed to synthesize it. The reactants are: [OH:1][C@@H:2]1[CH2:7][CH2:6][CH2:5][CH2:4][C@H:3]1[O:8][C:9]1[C:14]2[C:15](=[O:24])[N:16]([CH2:18][C:19]3[S:20][CH:21]=[CH:22][CH:23]=3)[CH2:17][C:13]=2[CH:12]=[CH:11][N:10]=1.C1C(=O)N([Br:32])C(=O)C1.